Dataset: NCI-60 drug combinations with 297,098 pairs across 59 cell lines. Task: Regression. Given two drug SMILES strings and cell line genomic features, predict the synergy score measuring deviation from expected non-interaction effect. (1) Drug 1: CC1CCC2CC(C(=CC=CC=CC(CC(C(=O)C(C(C(=CC(C(=O)CC(OC(=O)C3CCCCN3C(=O)C(=O)C1(O2)O)C(C)CC4CCC(C(C4)OC)O)C)C)O)OC)C)C)C)OC. Drug 2: CC1=C(C(=O)C2=C(C1=O)N3CC4C(C3(C2COC(=O)N)OC)N4)N. Cell line: MOLT-4. Synergy scores: CSS=51.5, Synergy_ZIP=-3.17, Synergy_Bliss=-4.21, Synergy_Loewe=-10.4, Synergy_HSA=-2.05. (2) Synergy scores: CSS=4.79, Synergy_ZIP=1.16, Synergy_Bliss=5.40, Synergy_Loewe=2.12, Synergy_HSA=2.02. Drug 2: CC12CCC(CC1=CCC3C2CCC4(C3CC=C4C5=CN=CC=C5)C)O. Drug 1: CNC(=O)C1=CC=CC=C1SC2=CC3=C(C=C2)C(=NN3)C=CC4=CC=CC=N4. Cell line: HOP-62. (3) Drug 1: CCCS(=O)(=O)NC1=C(C(=C(C=C1)F)C(=O)C2=CNC3=C2C=C(C=N3)C4=CC=C(C=C4)Cl)F. Drug 2: CN1C2=C(C=C(C=C2)N(CCCl)CCCl)N=C1CCCC(=O)O.Cl. Cell line: CCRF-CEM. Synergy scores: CSS=24.4, Synergy_ZIP=2.60, Synergy_Bliss=-4.96, Synergy_Loewe=-8.51, Synergy_HSA=-8.13. (4) Drug 1: C1CCN(CC1)CCOC2=CC=C(C=C2)C(=O)C3=C(SC4=C3C=CC(=C4)O)C5=CC=C(C=C5)O. Drug 2: CC1=C(C(CCC1)(C)C)C=CC(=CC=CC(=CC(=O)O)C)C. Cell line: BT-549. Synergy scores: CSS=-3.51, Synergy_ZIP=3.63, Synergy_Bliss=0.772, Synergy_Loewe=-5.92, Synergy_HSA=-4.90. (5) Drug 1: C1=CC=C(C(=C1)C(C2=CC=C(C=C2)Cl)C(Cl)Cl)Cl. Cell line: OVCAR3. Drug 2: CC(C)CN1C=NC2=C1C3=CC=CC=C3N=C2N. Synergy scores: CSS=-0.289, Synergy_ZIP=4.18, Synergy_Bliss=4.48, Synergy_Loewe=-1.99, Synergy_HSA=-1.64. (6) Drug 1: C1C(C(OC1N2C=NC3=C(N=C(N=C32)Cl)N)CO)O. Drug 2: COC1=C2C(=CC3=C1OC=C3)C=CC(=O)O2. Cell line: A498. Synergy scores: CSS=14.8, Synergy_ZIP=-2.71, Synergy_Bliss=1.25, Synergy_Loewe=-3.54, Synergy_HSA=-3.37.